The task is: Predict the product of the given reaction.. This data is from Forward reaction prediction with 1.9M reactions from USPTO patents (1976-2016). (1) Given the reactants [CH2:1]([O:8][C:9]1[C:10]([F:27])=[CH:11][C:12]([NH:20][CH:21]2[CH2:26][CH2:25][O:24][CH2:23][CH2:22]2)=[C:13]([CH:19]=1)[C:14]([O:16]CC)=[O:15])[C:2]1[CH:7]=[CH:6][CH:5]=[CH:4][CH:3]=1.[OH-].[K+], predict the reaction product. The product is: [CH2:1]([O:8][C:9]1[C:10]([F:27])=[CH:11][C:12]([NH:20][CH:21]2[CH2:26][CH2:25][O:24][CH2:23][CH2:22]2)=[C:13]([CH:19]=1)[C:14]([OH:16])=[O:15])[C:2]1[CH:3]=[CH:4][CH:5]=[CH:6][CH:7]=1. (2) Given the reactants [NH2:1][CH:2]1[CH2:7][CH2:6][N:5]([C:8]([O:10][CH2:11][C:12]2[CH:17]=[CH:16][CH:15]=[CH:14][CH:13]=2)=[O:9])[CH2:4][CH2:3]1.[N:18]1[C:23]2[O:24][CH2:25][CH2:26][O:27][C:22]=2[CH:21]=[C:20]([CH:28]=O)[N:19]=1.C(O[BH-](OC(=O)C)OC(=O)C)(=O)C.[Na+].C(=O)(O)[O-].[Na+], predict the reaction product. The product is: [N:18]1[C:23]2[O:24][CH2:25][CH2:26][O:27][C:22]=2[CH:21]=[C:20]([CH2:28][NH:1][CH:2]2[CH2:3][CH2:4][N:5]([C:8]([O:10][CH2:11][C:12]3[CH:17]=[CH:16][CH:15]=[CH:14][CH:13]=3)=[O:9])[CH2:6][CH2:7]2)[N:19]=1. (3) Given the reactants B(Br)(Br)Br.[OH:5][C:6]1[C:14]([C:15]([F:18])([F:17])[F:16])=[CH:13][C:9]([C:10]([OH:12])=[O:11])=[CH:8][C:7]=1[O:19]C.O, predict the reaction product. The product is: [OH:19][C:7]1[CH:8]=[C:9]([CH:13]=[C:14]([C:15]([F:16])([F:17])[F:18])[C:6]=1[OH:5])[C:10]([OH:12])=[O:11]. (4) The product is: [C:1]([C:3]1[CH:4]=[C:5]([CH:21]([CH3:23])[CH3:22])[C:6]2[O:10][C:9]([C:11]3[CH:19]=[CH:18][C:14]([C:15]([NH:24][CH2:25][CH:26]4[CH2:30][CH2:29][N:28]([C:31]([O:33][C:34]([CH3:37])([CH3:36])[CH3:35])=[O:32])[CH2:27]4)=[O:16])=[CH:13][CH:12]=3)=[N:8][C:7]=2[CH:20]=1)#[N:2]. Given the reactants [C:1]([C:3]1[CH:4]=[C:5]([CH:21]([CH3:23])[CH3:22])[C:6]2[O:10][C:9]([C:11]3[CH:19]=[CH:18][C:14]([C:15](O)=[O:16])=[CH:13][CH:12]=3)=[N:8][C:7]=2[CH:20]=1)#[N:2].[NH2:24][CH2:25][CH:26]1[CH2:30][CH2:29][N:28]([C:31]([O:33][C:34]([CH3:37])([CH3:36])[CH3:35])=[O:32])[CH2:27]1, predict the reaction product.